This data is from Catalyst prediction with 721,799 reactions and 888 catalyst types from USPTO. The task is: Predict which catalyst facilitates the given reaction. Reactant: [F:1][C:2]([F:34])([F:33])[C:3]1[CH:4]=[C:5]([CH:26]=[C:27]([C:29]([F:32])([F:31])[F:30])[CH:28]=1)[C:6]([N:8]1[CH2:13][CH2:12][N:11]([CH2:14][C:15]#[CH:16])[CH2:10][C@H:9]1[CH2:17][C:18]1[CH:23]=[CH:22][C:21]([CH3:24])=[C:20]([CH3:25])[CH:19]=1)=[O:7].Cl.[CH3:36][C:37]1([CH3:43])[CH2:42][O:41][CH2:40][CH2:39][NH:38]1.C=O.[CH:46](N(C(C)C)CC)(C)C. Product: [F:34][C:2]([F:1])([F:33])[C:3]1[CH:4]=[C:5]([CH:26]=[C:27]([C:29]([F:30])([F:31])[F:32])[CH:28]=1)[C:6]([N:8]1[CH2:13][CH2:12][N:11]([CH2:14][C:15]#[C:16][CH2:46][N:38]2[CH2:39][CH2:40][O:41][CH2:42][C:37]2([CH3:43])[CH3:36])[CH2:10][C@H:9]1[CH2:17][C:18]1[CH:23]=[CH:22][C:21]([CH3:24])=[C:20]([CH3:25])[CH:19]=1)=[O:7]. The catalyst class is: 185.